This data is from Forward reaction prediction with 1.9M reactions from USPTO patents (1976-2016). The task is: Predict the product of the given reaction. (1) The product is: [Br:25][C:26]1[CH:27]=[CH:28][CH:29]=[C:30]2[C:39]=1[C:33]1([CH2:34][CH2:35][N:36]([C:13]([O:6][CH2:5][C:4]3[CH:7]=[CH:8][CH:9]=[CH:10][C:3]=3[C:2]([F:11])([F:12])[F:1])=[O:14])[CH2:37][CH2:38]1)[CH2:32][C:31]2=[O:40]. Given the reactants [F:1][C:2]([F:12])([F:11])[C:3]1[CH:10]=[CH:9][CH:8]=[CH:7][C:4]=1[CH2:5][OH:6].[C:13](C1NC=CN=1)(C1NC=CN=1)=[O:14].[Br:25][C:26]1[CH:27]=[CH:28][CH:29]=[C:30]2[C:39]=1[C:33]1([CH2:38][CH2:37][NH:36][CH2:35][CH2:34]1)[CH2:32][C:31]2=[O:40], predict the reaction product. (2) Given the reactants [NH2:1][C@@:2]([C:12]1[C:17]([F:18])=[CH:16][CH:15]=[C:14]([Br:19])[N:13]=1)([CH3:11])[C@@H:3]([F:10])[C@H:4]([OH:9])[C:5]([F:8])([F:7])[F:6].[C:20]([N:28]=[C:29]=[S:30])(=[O:27])[C:21]1[CH:26]=[CH:25][CH:24]=[CH:23][CH:22]=1, predict the reaction product. The product is: [Br:19][C:14]1[N:13]=[C:12]([C@@:2]([NH:1][C:29]([NH:28][C:20](=[O:27])[C:21]2[CH:22]=[CH:23][CH:24]=[CH:25][CH:26]=2)=[S:30])([C@@H:3]([F:10])[C@@H:4]([OH:9])[C:5]([F:6])([F:8])[F:7])[CH3:11])[C:17]([F:18])=[CH:16][CH:15]=1. (3) The product is: [CH3:1][C:2]1[C:3]([C:22]2[CH:23]=[CH:24][C:25]([C:28]([NH:32][CH2:31][CH2:73][CH2:71][N:67]3[CH2:66][CH2:65][N:61]([CH3:59])[CH2:70][CH2:68]3)=[O:30])=[CH:26][CH:27]=2)=[CH:4][C:5]([NH:8][C:9](=[O:21])[C:10]2[CH:15]=[CH:14][N:13]=[C:12]([N:16]3[CH2:20][CH2:19][CH2:18][CH2:17]3)[CH:11]=2)=[CH:6][CH:7]=1. Given the reactants [CH3:1][C:2]1[CH:7]=[CH:6][C:5]([NH:8][C:9](=[O:21])[C:10]2[CH:15]=[CH:14][N:13]=[C:12]([N:16]3[CH2:20][CH2:19][CH2:18][CH2:17]3)[CH:11]=2)=[CH:4][C:3]=1[C:22]1[CH:27]=[CH:26][C:25]([C:28]([OH:30])=O)=[CH:24][CH:23]=1.[CH3:31][N:32](C(ON1N=NC2C=CC=NC1=2)=[N+](C)C)C.F[P-](F)(F)(F)(F)F.C1C=CC2N(O)N=[N:61][C:59]=2C=1.[CH3:65][CH2:66][N:67]([CH:71]([CH3:73])C)[CH:68]([CH3:70])C, predict the reaction product. (4) Given the reactants [C:1]([O:5][C:6](=[O:20])/[CH:7]=[CH:8]/[C:9]1[CH:14]=[CH:13][C:12]([CH:15](OC)[O:16]C)=[CH:11][N:10]=1)([CH3:4])([CH3:3])[CH3:2].C([O-])(O)=O.[Na+], predict the reaction product. The product is: [C:1]([O:5][C:6](=[O:20])/[CH:7]=[CH:8]/[C:9]1[CH:14]=[CH:13][C:12]([CH:15]=[O:16])=[CH:11][N:10]=1)([CH3:4])([CH3:2])[CH3:3].